This data is from Reaction yield outcomes from USPTO patents with 853,638 reactions. The task is: Predict the reaction yield, written as a fraction of the theoretical maximum amount of product (1.0 means a 100% yield; for example, 0.34 means a 34% yield). The reactants are Cl[C:2]1[C:11]2[C:6](=[CH:7][C:8]([O:14][CH2:15][CH2:16][CH2:17][N:18]3[CH2:22][CH2:21][CH2:20][CH2:19]3)=[C:9]([O:12][CH3:13])[CH:10]=2)[N:5]=[CH:4][N:3]=1.[OH:23][C:24]1[CH:25]=[C:26]2[C:30](=[CH:31][CH:32]=1)[NH:29][C:28]([C:33]([F:36])([F:35])[F:34])=[CH:27]2. No catalyst specified. The product is [CH3:13][O:12][C:9]1[CH:10]=[C:11]2[C:6](=[CH:7][C:8]=1[O:14][CH2:15][CH2:16][CH2:17][N:18]1[CH2:22][CH2:21][CH2:20][CH2:19]1)[N:5]=[CH:4][N:3]=[C:2]2[O:23][C:24]1[CH:25]=[C:26]2[C:30](=[CH:31][CH:32]=1)[NH:29][C:28]([C:33]([F:36])([F:34])[F:35])=[CH:27]2. The yield is 0.700.